Dataset: Forward reaction prediction with 1.9M reactions from USPTO patents (1976-2016). Task: Predict the product of the given reaction. Given the reactants [Cl:1][C:2]1[CH:3]=[C:4]([B:9]([OH:11])[OH:10])[CH:5]=[CH:6][C:7]=1[F:8].[NH:12]([CH2:16][CH2:17]O)[CH2:13][CH2:14]O, predict the reaction product. The product is: [Cl:1][C:2]1[CH:3]=[C:4]([B:9]2[O:10][CH2:17][CH2:16][NH:12][CH2:13][CH2:14][O:11]2)[CH:5]=[CH:6][C:7]=1[F:8].